Dataset: Full USPTO retrosynthesis dataset with 1.9M reactions from patents (1976-2016). Task: Predict the reactants needed to synthesize the given product. (1) Given the product [Cl:1][C:2]1[CH:3]=[CH:4][C:5]2[N:11]3[CH2:12][C@H:8]([CH2:9][CH2:10]3)[N:7]([C:21]([NH:20][C:15]3[CH:16]=[N:17][CH:18]=[CH:19][N:14]=3)=[O:22])[C:6]=2[N:13]=1, predict the reactants needed to synthesize it. The reactants are: [Cl:1][C:2]1[CH:3]=[CH:4][C:5]2[N:11]3[CH2:12][C@H:8]([CH2:9][CH2:10]3)[NH:7][C:6]=2[N:13]=1.[N:14]1[CH:19]=[CH:18][N:17]=[CH:16][C:15]=1[NH:20][C:21](=O)[O:22]C1C=CC=CC=1. (2) Given the product [CH3:21][S:20][C:11]1[CH:12]=[C:13]([C:16]([F:18])([F:19])[F:17])[CH:14]=[CH:15][C:10]=1[C:9]([NH:8][C@@H:3]1[CH2:4][CH2:5][CH2:6][CH2:7][C@@H:2]1[N:1]1[CH2:34][CH2:33][O:32][CH2:31][CH2:30]1)=[O:22], predict the reactants needed to synthesize it. The reactants are: [NH2:1][C@H:2]1[CH2:7][CH2:6][CH2:5][CH2:4][C@H:3]1[NH:8][C:9](=[O:22])[C:10]1[CH:15]=[CH:14][C:13]([C:16]([F:19])([F:18])[F:17])=[CH:12][C:11]=1[S:20][CH3:21].C(=O)([O-])[O-].[K+].[K+].Br[CH2:30][CH2:31][O:32][CH2:33][CH2:34]Br. (3) Given the product [Cl:15][CH2:16][CH2:17][CH2:18][O:19][C:20]1[CH:25]=[CH:24][C:23]([C:3]2[CH:2]([OH:6])[O:5][C:10](=[O:11])[CH:9]=2)=[CH:22][CH:21]=1, predict the reactants needed to synthesize it. The reactants are: O.[C:2]([OH:6])(=[O:5])[CH:3]=O.Cl.N1CC[O:11][CH2:10][CH2:9]1.O.[Cl:15][CH2:16][CH2:17][CH2:18][O:19][C:20]1[CH:25]=[CH:24][C:23](CC=O)=[CH:22][CH:21]=1. (4) Given the product [OH:29][C:20]1[CH:25]=[CH:24][C:23]([CH2:14][CH:8]([O:19][C:20]2[CH:21]=[CH:22][C:23]([CH:26]([CH3:28])[CH3:27])=[CH:24][CH:25]=2)[C:9]([OH:11])=[O:10])=[CH:22][CH:21]=1, predict the reactants needed to synthesize it. The reactants are: OC1C=CC([C:8]([O:19][C:20]2[CH:25]=[CH:24][C:23]([CH:26]([CH3:28])[CH3:27])=[CH:22][CH:21]=2)([C:14](OCC)=O)[C:9]([O:11]CC)=[O:10])=CC=1.[OH-:29].[K+].